This data is from Forward reaction prediction with 1.9M reactions from USPTO patents (1976-2016). The task is: Predict the product of the given reaction. (1) Given the reactants [CH3:1][O:2][C:3](=[O:15])[C@:4]([NH2:14])([C:7]([O:9][C:10]([CH3:13])([CH3:12])[CH3:11])=[O:8])[CH2:5][OH:6].[CH3:16][S:17](Cl)(=[O:19])=[O:18], predict the reaction product. The product is: [CH3:1][O:2][C:3](=[O:15])[C@:4]([NH2:14])([C:7]([O:9][C:10]([CH3:12])([CH3:11])[CH3:13])=[O:8])[CH2:5][O:6][S:17]([CH3:16])(=[O:19])=[O:18]. (2) Given the reactants [C:1]([O:5][CH:6]([C:11]1[C:12]([CH3:28])=[N:13][C:14]2[N:15]([N:18]=[C:19]([C:21]3[CH:26]=[CH:25][CH:24]=[C:23]([Cl:27])[CH:22]=3)[CH:20]=2)[C:16]=1Cl)[C:7]([O:9][CH3:10])=[O:8])([CH3:4])([CH3:3])[CH3:2].[F:29][C:30]1[CH:31]=[C:32](B2OC(C)(C)C(C)(C)O2)[C:33]([CH3:40])=[C:34]2[C:39]=1[O:38][CH2:37][CH2:36][CH2:35]2.C([O-])([O-])=O.[K+].[K+], predict the reaction product. The product is: [C:1]([O:5][CH:6]([C:11]1[C:12]([CH3:28])=[N:13][C:14]2[N:15]([N:18]=[C:19]([C:21]3[CH:26]=[CH:25][CH:24]=[C:23]([Cl:27])[CH:22]=3)[CH:20]=2)[C:16]=1[C:32]1[C:33]([CH3:40])=[C:34]2[C:39](=[C:30]([F:29])[CH:31]=1)[O:38][CH2:37][CH2:36][CH2:35]2)[C:7]([O:9][CH3:10])=[O:8])([CH3:3])([CH3:4])[CH3:2]. (3) Given the reactants Cl.Cl.[Cl:3][C:4]1[CH:20]=[CH:19][C:7]([CH2:8][NH:9][C:10]([C:12]2([NH2:18])[CH2:17][CH2:16][NH:15][CH2:14][CH2:13]2)=[O:11])=[CH:6][CH:5]=1.Cl[C:22]1[C:23]2[CH:30]=[CH:29][NH:28][C:24]=2[N:25]=[CH:26][N:27]=1.C(N(CC)CC)C, predict the reaction product. The product is: [Cl:3][C:4]1[CH:5]=[CH:6][C:7]([CH2:8][NH:9][C:10]([C:12]2([NH2:18])[CH2:13][CH2:14][N:15]([C:22]3[C:23]4[CH:30]=[CH:29][NH:28][C:24]=4[N:25]=[CH:26][N:27]=3)[CH2:16][CH2:17]2)=[O:11])=[CH:19][CH:20]=1. (4) The product is: [CH:62]([C:65]1[CH:70]=[CH:69][CH:68]=[C:67]([CH:71]([CH3:72])[CH3:73])[C:66]=1[NH:74][C:75](=[O:76])[N:32]([CH2:38][C:37]1[CH:40]=[CH:41][C:34]([OH:33])=[CH:35][CH:36]=1)[CH2:31][C:25]1([C:24]2[N:20]([C:1]([C:14]3[CH:15]=[CH:16][CH:17]=[CH:18][CH:19]=3)([C:8]3[CH:9]=[CH:10][CH:11]=[CH:12][CH:13]=3)[C:2]3[CH:7]=[CH:6][CH:5]=[CH:4][CH:3]=3)[CH:21]=[N:22][CH:23]=2)[CH2:30][CH2:29][CH2:28][CH2:27][CH2:26]1)([CH3:63])[CH3:64]. Given the reactants [C:1]([N:20]1[C:24]([C:25]2([CH2:31][NH2:32])[CH2:30][CH2:29][CH2:28][CH2:27][CH2:26]2)=[CH:23][N:22]=[CH:21]1)([C:14]1[CH:19]=[CH:18][CH:17]=[CH:16][CH:15]=1)([C:8]1[CH:13]=[CH:12][CH:11]=[CH:10][CH:9]=1)[C:2]1[CH:7]=[CH:6][CH:5]=[CH:4][CH:3]=1.[OH:33][C:34]1[CH:41]=[CH:40][C:37]([CH:38]=O)=[CH:36][CH:35]=1.C(O[BH-](OC(=O)C)OC(=O)C)(=O)C.[Na+].C(=O)([O-])[O-].[Na+].[Na+].[CH:62]([C:65]1[CH:70]=[CH:69][CH:68]=[C:67]([CH:71]([CH3:73])[CH3:72])[C:66]=1[N:74]=[C:75]=[O:76])([CH3:64])[CH3:63], predict the reaction product.